This data is from Forward reaction prediction with 1.9M reactions from USPTO patents (1976-2016). The task is: Predict the product of the given reaction. (1) Given the reactants BrC1C=C(C=CC=1)[O:5][C:6]1[CH:11]=[CH:10][C:9]([C:12]2[N:16]([CH:17]3[CH2:22][CH2:21][CH2:20][CH2:19][CH2:18]3)[C:15]3[CH:23]=[CH:24][C:25]([C:27]([O:29][CH2:30][CH3:31])=[O:28])=[CH:26][C:14]=3[N:13]=2)=[CH:8][CH:7]=1.Cl.OC1C=CC(C(=N)OC)=CC=1, predict the reaction product. The product is: [CH:17]1([N:16]2[C:15]3[CH:23]=[CH:24][C:25]([C:27]([O:29][CH2:30][CH3:31])=[O:28])=[CH:26][C:14]=3[N:13]=[C:12]2[C:9]2[CH:10]=[CH:11][C:6]([OH:5])=[CH:7][CH:8]=2)[CH2:18][CH2:19][CH2:20][CH2:21][CH2:22]1. (2) Given the reactants C(OC([N:8]1[CH2:13][CH2:12][CH:11]([NH:14][C:15]2[O:16][C:17]([C:20]3[CH:25]=[CH:24][C:23]([F:26])=[CH:22][CH:21]=3)=[CH:18][N:19]=2)[CH2:10][CH2:9]1)=O)(C)(C)C.[ClH:27], predict the reaction product. The product is: [ClH:27].[F:26][C:23]1[CH:24]=[CH:25][C:20]([C:17]2[O:16][C:15]([NH:14][CH:11]3[CH2:12][CH2:13][NH:8][CH2:9][CH2:10]3)=[N:19][CH:18]=2)=[CH:21][CH:22]=1. (3) Given the reactants [CH3:1][O:2][C:3](=[O:30])[CH2:4][C:5]1[CH:6]=[C:7]([C:13]2[CH:18]=[CH:17][C:16]([C:19]([F:22])([F:21])[F:20])=[CH:15][C:14]=2[CH2:23][NH:24][CH2:25][CH2:26][N:27]([CH3:29])[CH3:28])[C:8]([O:11][CH3:12])=[CH:9][CH:10]=1.[C:31](Cl)(=[O:33])[CH3:32], predict the reaction product. The product is: [CH3:1][O:2][C:3](=[O:30])[CH2:4][C:5]1[CH:6]=[C:7]([C:13]2[CH:18]=[CH:17][C:16]([C:19]([F:22])([F:20])[F:21])=[CH:15][C:14]=2[CH2:23][N:24]([C:31](=[O:33])[CH3:32])[CH2:25][CH2:26][N:27]([CH3:29])[CH3:28])[C:8]([O:11][CH3:12])=[CH:9][CH:10]=1. (4) Given the reactants [NH2:1][C:2]1[CH:7]=[C:6]([O:8][CH3:9])[CH:5]=[CH:4][C:3]=1[C:10]([C:12]1[CH:17]=[CH:16][CH:15]=[CH:14][CH:13]=1)=O.[CH2:18]([CH:20]([CH2:26][CH3:27])[C:21](=O)[CH2:22][C:23]#[N:24])[CH3:19], predict the reaction product. The product is: [CH2:18]([CH:20]([C:21]1[C:22]([C:23]#[N:24])=[C:10]([C:12]2[CH:17]=[CH:16][CH:15]=[CH:14][CH:13]=2)[C:3]2[C:2](=[CH:7][C:6]([O:8][CH3:9])=[CH:5][CH:4]=2)[N:1]=1)[CH2:26][CH3:27])[CH3:19]. (5) Given the reactants [Cl:1][C:2]1[CH:3]=[C:4]([C@@H:8]2[C@@H:13]([C:14]3[CH:19]=[CH:18][C:17]([Cl:20])=[CH:16][CH:15]=3)[N:12]([C@@H:21]([CH2:24][CH3:25])[CH2:22]O)[C:11](=[O:26])[C@H:10]([CH:27]([CH3:32])[C:28]([O:30][CH3:31])=[O:29])[CH2:9]2)[CH:5]=[CH:6][CH:7]=1.[CH3:33][NH:34][S:35]([CH:38]1[CH2:40][CH2:39]1)(=[O:37])=[O:36].C(C=P(CCCC)(CCCC)CCCC)#N, predict the reaction product. The product is: [Cl:1][C:2]1[CH:3]=[C:4]([C@@H:8]2[C@@H:13]([C:14]3[CH:19]=[CH:18][C:17]([Cl:20])=[CH:16][CH:15]=3)[N:12]([C@@H:21]([CH2:24][CH3:25])[CH2:22][N:34]([CH3:33])[S:35]([CH:38]3[CH2:40][CH2:39]3)(=[O:37])=[O:36])[C:11](=[O:26])[C@H:10]([CH:27]([CH3:32])[C:28]([O:30][CH3:31])=[O:29])[CH2:9]2)[CH:5]=[CH:6][CH:7]=1. (6) Given the reactants [CH:1]([C:4]1[CH:9]=[CH:8][C:7]([NH:10][C:11]([C:13]2[CH:18]=[CH:17][CH:16]=[C:15]([N:19]3[CH2:31][CH2:30][C:22]4[N:23]=[C:24](S(C)=O)[N:25]=[CH:26][C:21]=4[CH2:20]3)[N:14]=2)=[O:12])=[CH:6][CH:5]=1)([CH3:3])[CH3:2].[NH4+:32].[OH-], predict the reaction product. The product is: [NH2:32][C:24]1[N:25]=[CH:26][C:21]2[CH2:20][N:19]([C:15]3[N:14]=[C:13]([C:11]([NH:10][C:7]4[CH:8]=[CH:9][C:4]([CH:1]([CH3:3])[CH3:2])=[CH:5][CH:6]=4)=[O:12])[CH:18]=[CH:17][CH:16]=3)[CH2:31][CH2:30][C:22]=2[N:23]=1.